This data is from Full USPTO retrosynthesis dataset with 1.9M reactions from patents (1976-2016). The task is: Predict the reactants needed to synthesize the given product. Given the product [CH3:24][O:23][C:17]1[CH:16]=[C:15]([C:13]2[N:10]=[C:8]([NH:7][C:1]3[CH:6]=[CH:5][CH:4]=[CH:3][CH:2]=3)[S:9][CH:12]=2)[CH:20]=[CH:19][C:18]=1[O:21][CH3:22], predict the reactants needed to synthesize it. The reactants are: [C:1]1([NH:7][C:8]([NH2:10])=[S:9])[CH:6]=[CH:5][CH:4]=[CH:3][CH:2]=1.Br[CH2:12][C:13]([C:15]1[CH:20]=[CH:19][C:18]([O:21][CH3:22])=[C:17]([O:23][CH3:24])[CH:16]=1)=O.